From a dataset of Reaction yield outcomes from USPTO patents with 853,638 reactions. Predict the reaction yield, written as a fraction of the theoretical maximum amount of product (1.0 means a 100% yield; for example, 0.34 means a 34% yield). (1) The reactants are Cl.Cl.[P:3]([OH:47])([OH:46])([O:5][CH2:6][CH2:7][N:8]([CH2:12][CH2:13][CH2:14][O:15][C:16]1[CH:25]=[C:24]2[C:19]([C:20]([NH:26][C:27]3[CH:31]=[C:30]([CH2:32][C:33]([NH:35][C:36]4[CH:41]=[CH:40][CH:39]=[C:38]([F:42])[C:37]=4[F:43])=[O:34])[NH:29][N:28]=3)=[N:21][CH:22]=[N:23]2)=[CH:18][C:17]=1[O:44][CH3:45])[CH2:9][CH2:10][CH3:11])=[O:4].C1CC2OC2CC1. The catalyst is CO. The product is [P:3]([OH:47])([OH:46])([O:5][CH2:6][CH2:7][N:8]([CH2:12][CH2:13][CH2:14][O:15][C:16]1[CH:25]=[C:24]2[C:19]([C:20]([NH:26][C:27]3[CH:31]=[C:30]([CH2:32][C:33]([NH:35][C:36]4[CH:41]=[CH:40][CH:39]=[C:38]([F:42])[C:37]=4[F:43])=[O:34])[NH:29][N:28]=3)=[N:21][CH:22]=[N:23]2)=[CH:18][C:17]=1[O:44][CH3:45])[CH2:9][CH2:10][CH3:11])=[O:4]. The yield is 0.880. (2) The reactants are [NH2:1][C:2](=[O:43])[CH2:3][C:4]1[CH:42]=[CH:41][CH:40]=[CH:39][C:5]=1[CH2:6][CH2:7][C:8]1[C:13]([C:14]([F:17])([F:16])[F:15])=[CH:12][N:11]=[C:10]([NH:18][C:19]2[CH:38]=[CH:37][C:22]([CH2:23][N:24]3[CH2:29][CH2:28][N:27](C(OC(C)(C)C)=O)[CH2:26][CH2:25]3)=[CH:21][CH:20]=2)[N:9]=1.C(O)(C(F)(F)F)=O. The catalyst is C(Cl)Cl. The product is [N:24]1([CH2:23][C:22]2[CH:21]=[CH:20][C:19]([NH:18][C:10]3[N:9]=[C:8]([CH2:7][CH2:6][C:5]4[CH:39]=[CH:40][CH:41]=[CH:42][C:4]=4[CH2:3][C:2]([NH2:1])=[O:43])[C:13]([C:14]([F:16])([F:15])[F:17])=[CH:12][N:11]=3)=[CH:38][CH:37]=2)[CH2:25][CH2:26][NH:27][CH2:28][CH2:29]1. The yield is 0.980.